From a dataset of Forward reaction prediction with 1.9M reactions from USPTO patents (1976-2016). Predict the product of the given reaction. (1) Given the reactants Cl[C:2]1[N:3]=[N:4][C:5]([C:8]2[CH:13]=[CH:12][C:11]([C:14]([CH3:32])([C:18]3[CH:23]=[CH:22][C:21]([O:24][CH2:25][C:26]4[CH:31]=[CH:30][CH:29]=[CH:28][N:27]=4)=[CH:20][N:19]=3)[CH:15]([CH3:17])[CH3:16])=[CH:10][CH:9]=2)=[CH:6][CH:7]=1.CN([CH:36]=[O:37])C.[CH3:38][OH:39], predict the reaction product. The product is: [CH3:32][C:14]([C:11]1[CH:12]=[CH:13][C:8]([C:5]2[N:4]=[N:3][C:2]([C:38]([O:37][CH3:36])=[O:39])=[CH:7][CH:6]=2)=[CH:9][CH:10]=1)([C:18]1[CH:23]=[CH:22][C:21]([O:24][CH2:25][C:26]2[CH:31]=[CH:30][CH:29]=[CH:28][N:27]=2)=[CH:20][N:19]=1)[CH:15]([CH3:17])[CH3:16]. (2) Given the reactants [CH3:1][C:2]1[C:10]2[C:9]([NH:11][C:12]3[C:13]([O:18][CH:19]([CH3:24])[C:20]([F:23])([F:22])[F:21])=[N:14][CH:15]=[CH:16][CH:17]=3)=[N:8][CH:7]=[N:6][C:5]=2[S:4][C:3]=1[C:25](O)=[O:26].C[N:29](C(ON1N=NC2C=CC=NC1=2)=[N+](C)C)C.F[P-](F)(F)(F)(F)F.CCN(C(C)C)C(C)C.N, predict the reaction product. The product is: [CH3:1][C:2]1[C:10]2[C:9]([NH:11][C:12]3[C:13]([O:18][CH:19]([CH3:24])[C:20]([F:21])([F:22])[F:23])=[N:14][CH:15]=[CH:16][CH:17]=3)=[N:8][CH:7]=[N:6][C:5]=2[S:4][C:3]=1[C:25]([NH2:29])=[O:26]. (3) Given the reactants [C:1]([O:5][C:6]([N:8]1[CH2:13][CH2:12][CH:11]([C:14]2[NH:15][CH:16]=[C:17]([C:19]3[CH:24]=[CH:23][C:22]([F:25])=[C:21]([C:26]([F:29])([F:28])[F:27])[CH:20]=3)[N:18]=2)[CH:10]([CH3:30])[CH2:9]1)=[O:7])([CH3:4])([CH3:3])[CH3:2].[H-].[Na+].Br[CH2:34][CH2:35][O:36][CH:37]1[CH2:42][CH2:41][CH2:40][CH2:39][O:38]1.O, predict the reaction product. The product is: [C:1]([O:5][C:6]([N:8]1[CH2:13][CH2:12][CH:11]([C:14]2[N:15]([CH2:34][CH2:35][O:36][CH:37]3[CH2:42][CH2:41][CH2:40][CH2:39][O:38]3)[CH:16]=[C:17]([C:19]3[CH:24]=[CH:23][C:22]([F:25])=[C:21]([C:26]([F:27])([F:28])[F:29])[CH:20]=3)[N:18]=2)[CH:10]([CH3:30])[CH2:9]1)=[O:7])([CH3:4])([CH3:2])[CH3:3].